This data is from Buchwald-Hartwig C-N cross coupling reaction yields with 55,370 reactions. The task is: Predict the reaction yield, written as a fraction of the theoretical maximum amount of product (1.0 means a 100% yield; for example, 0.34 means a 34% yield). The reactants are CCc1ccc(Cl)cc1.Cc1ccc(N)cc1.O=S(=O)(O[Pd]1c2ccccc2-c2ccccc2N~1)C(F)(F)F.CC(C)c1cc(C(C)C)c(-c2ccccc2P(C2CCCCC2)C2CCCCC2)c(C(C)C)c1.CCN=P(N=P(N(C)C)(N(C)C)N(C)C)(N(C)C)N(C)C.CCOC(=O)c1cnoc1. No catalyst specified. The product is CCc1ccc(Nc2ccc(C)cc2)cc1. The yield is 0.